This data is from Reaction yield outcomes from USPTO patents with 853,638 reactions. The task is: Predict the reaction yield, written as a fraction of the theoretical maximum amount of product (1.0 means a 100% yield; for example, 0.34 means a 34% yield). (1) The reactants are [CH3:1][C:2]([CH3:26])([CH3:25])[CH:3]([OH:24])[CH2:4][N:5]1[C:9]2[CH:10]=[CH:11][CH:12]=[C:13]([CH3:14])[C:8]=2[N:7]=[C:6]1[C:15]1[CH:20]=[CH:19][CH:18]=[CH:17][C:16]=1[N+]([O-])=O.[H-].[Na+]. The catalyst is CN(C=O)C. The product is [C:2]([CH:3]1[CH2:4][N:5]2[C:6](=[N:7][C:8]3[C:13]([CH3:14])=[CH:12][CH:11]=[CH:10][C:9]=32)[C:15]2[CH:20]=[CH:19][CH:18]=[CH:17][C:16]=2[O:24]1)([CH3:26])([CH3:25])[CH3:1]. The yield is 0.960. (2) The reactants are [Cl:1][C:2]1[CH:7]=[CH:6][C:5]([O:8][CH3:9])=[C:4](I)[CH:3]=1.[Br:11][C:12]1[C:13]([NH2:19])=[N:14][CH:15]=[C:16]([CH3:18])[CH:17]=1. The catalyst is CCOCC.C1C=CC(/C=C/C(/C=C/C2C=CC=CC=2)=O)=CC=1.C1C=CC(/C=C/C(/C=C/C2C=CC=CC=2)=O)=CC=1.C1C=CC(/C=C/C(/C=C/C2C=CC=CC=2)=O)=CC=1.[Pd].[Pd].CC1(C)C2C(=C(P(C3C=CC=CC=3)C3C=CC=CC=3)C=CC=2)OC2C(P(C3C=CC=CC=3)C3C=CC=CC=3)=CC=CC1=2. The product is [Br:11][C:12]1[C:13]([NH:19][C:4]2[CH:3]=[C:2]([Cl:1])[CH:7]=[CH:6][C:5]=2[O:8][CH3:9])=[N:14][CH:15]=[C:16]([CH3:18])[CH:17]=1. The yield is 0.840. (3) The reactants are [CH3:1][C:2]1[CH:7]=[CH:6][C:5]([S:8]([O:11][CH2:12][CH2:13][O:14][CH2:15][CH2:16][O:17][CH2:18][CH2:19][O:20][CH2:21][CH2:22][O:23][CH2:24][CH2:25][O:26][CH2:27][CH2:28][OH:29])(=[O:10])=[O:9])=[CH:4][CH:3]=1.[C:44]1(C)[CH:45]=[CH:46]C(S([O-])(=[O:37])=[O:37])=[CH:42][CH:43]=1.[NH+]1[CH:46]=[CH:45][CH:44]=[CH:43][CH:42]=1. The catalyst is C(Cl)Cl. The product is [CH3:1][C:2]1[CH:3]=[CH:4][C:5]([S:8]([O:11][CH2:12][CH2:13][O:14][CH2:15][CH2:16][O:17][CH2:18][CH2:19][O:20][CH2:21][CH2:22][O:23][CH2:24][CH2:25][O:26][CH2:27][CH2:28][O:29][CH:46]2[CH2:45][CH2:44][CH2:43][CH2:42][O:37]2)(=[O:9])=[O:10])=[CH:6][CH:7]=1. The yield is 0.950. (4) The reactants are [N+:1]([C:4]1[CH:5]=[C:6]([CH:19]=[CH:20][CH:21]=1)[O:7][CH2:8][CH2:9][CH2:10][NH:11]C(=O)OC(C)(C)C)([O-:3])=[O:2].[ClH:22]. The catalyst is ClCCl.O1CCOCC1. The product is [ClH:22].[N+:1]([C:4]1[CH:5]=[C:6]([CH:19]=[CH:20][CH:21]=1)[O:7][CH2:8][CH2:9][CH2:10][NH2:11])([O-:3])=[O:2]. The yield is 0.980. (5) The catalyst is CN(C=O)C. The yield is 0.720. The reactants are [Cl:1][C:2]1[CH:3]=[C:4]2[C:8](=[CH:9][CH:10]=1)[NH:7][C:6]([C:11]([N:13]1[CH2:18][CH2:17][CH:16]([C:19]3[C:24]([O:25][CH3:26])=[CH:23][CH:22]=[CH:21][C:20]=3[O:27][CH3:28])[CH2:15][CH2:14]1)=[O:12])=[CH:5]2.[H-].[Na+].Cl[CH2:32][C:33]([N:35]([CH3:37])[CH3:36])=[O:34]. The product is [Cl:1][C:2]1[CH:3]=[C:4]2[C:8](=[CH:9][CH:10]=1)[N:7]([CH2:32][C:33]([N:35]([CH3:37])[CH3:36])=[O:34])[C:6]([C:11]([N:13]1[CH2:14][CH2:15][CH:16]([C:19]3[C:24]([O:25][CH3:26])=[CH:23][CH:22]=[CH:21][C:20]=3[O:27][CH3:28])[CH2:17][CH2:18]1)=[O:12])=[CH:5]2.